Dataset: Reaction yield outcomes from USPTO patents with 853,638 reactions. Task: Predict the reaction yield, written as a fraction of the theoretical maximum amount of product (1.0 means a 100% yield; for example, 0.34 means a 34% yield). The reactants are Cl.[N:2]1([CH2:8][CH2:9][CH2:10][O:11][C:12]2[CH:17]=[CH:16][C:15]([N:18]3[CH2:23][CH2:22][NH:21][CH2:20][CH2:19]3)=[CH:14][CH:13]=2)[CH2:7][CH2:6][CH2:5][CH2:4][CH2:3]1.[CH:24](=O)[C:25]1[CH:30]=[CH:29][CH:28]=[CH:27][CH:26]=1.C(O)(=O)C.C(O[BH-](OC(=O)C)OC(=O)C)(=O)C.[Na+].[Cl:50][CH:51]([Cl:53])C. No catalyst specified. The product is [NH3:2].[CH3:10][OH:11].[Cl:50][CH2:51][Cl:53].[CH2:24]([N:21]1[CH2:20][CH2:19][N:18]([C:15]2[CH:16]=[CH:17][C:12]([O:11][CH2:10][CH2:9][CH2:8][N:2]3[CH2:7][CH2:6][CH2:5][CH2:4][CH2:3]3)=[CH:13][CH:14]=2)[CH2:23][CH2:22]1)[C:25]1[CH:30]=[CH:29][CH:28]=[CH:27][CH:26]=1. The yield is 0.0500.